From a dataset of Forward reaction prediction with 1.9M reactions from USPTO patents (1976-2016). Predict the product of the given reaction. Given the reactants [NH2:1][C:2]1[CH:3]=[C:4]([NH:10][C:11](=[O:18])[C:12]2[CH:17]=[CH:16][CH:15]=[CH:14][CH:13]=2)[CH:5]=[CH:6][C:7]=1[O:8][CH3:9].[Cl:19][C:20]1[CH:21]=[C:22]([N:27]=[C:28]=[S:29])[CH:23]=[C:24]([Cl:26])[CH:25]=1, predict the reaction product. The product is: [Cl:19][C:20]1[CH:21]=[C:22]([NH:27][C:28](=[S:29])[NH:1][C:2]2[CH:3]=[C:4]([NH:10][C:11](=[O:18])[C:12]3[CH:13]=[CH:14][CH:15]=[CH:16][CH:17]=3)[CH:5]=[CH:6][C:7]=2[O:8][CH3:9])[CH:23]=[C:24]([Cl:26])[CH:25]=1.